From a dataset of Full USPTO retrosynthesis dataset with 1.9M reactions from patents (1976-2016). Predict the reactants needed to synthesize the given product. Given the product [F:28][C:23]1[CH:22]=[C:21]([N:11]2[C:12]3[N:19]=[CH:18][C:17]([F:20])=[CH:16][C:13]=3[C:14](=[O:15])[N:9]([C@@H:6]3[CH2:7][CH2:8][C@H:3]([NH:2][S:31]([CH3:30])(=[O:33])=[O:32])[CH2:4][CH2:5]3)[C:10]2=[O:29])[CH:26]=[CH:25][C:24]=1[F:27], predict the reactants needed to synthesize it. The reactants are: Cl.[NH2:2][C@@H:3]1[CH2:8][CH2:7][C@H:6]([N:9]2[C:14](=[O:15])[C:13]3[CH:16]=[C:17]([F:20])[CH:18]=[N:19][C:12]=3[N:11]([C:21]3[CH:26]=[CH:25][C:24]([F:27])=[C:23]([F:28])[CH:22]=3)[C:10]2=[O:29])[CH2:5][CH2:4]1.[CH3:30][S:31](Cl)(=[O:33])=[O:32].